This data is from Experimentally validated miRNA-target interactions with 360,000+ pairs, plus equal number of negative samples. The task is: Binary Classification. Given a miRNA mature sequence and a target amino acid sequence, predict their likelihood of interaction. (1) The miRNA is hsa-miR-1197 with sequence UAGGACACAUGGUCUACUUCU. The protein sequence of the target gene is MESLRGNTAQGPTNEEDYKNEGQLSRQTKCPAQKKSSFENTVVRKVSVTLKEIFTGEEGPESSEFSLSPNLDAQQKIPKGHGSPISRKNSKDNSDLIKHQRLFSQRKPCKCNECEKAFSYQSDLLVHSRIHGGEKPFECNKCGKSFSRSTHLIEHQRTHTGEKPYECNECGKAFSRSTHLSLHQRIHTGEKPYECSECGKAFSRSTNLSQHQRTHTQERPYKCNECGKAFGDRSTIIQHQRIHTGENPYECSKCGKAFSWISSLTEHQRTHTGENPYECSECGKVFSRSSSLTEHQRIHS.... Result: 1 (interaction). (2) The miRNA is hsa-miR-1305 with sequence UUUUCAACUCUAAUGGGAGAGA. The protein sequence of the target gene is MPCRREEEEEAGEEAEGEEEEDDSFLLLQQSVTLGSSGEVDRLVAQIGETLQLDAAQDSPASPCAPPGVPLRAPGPLAAAVPADKARPPAVPLLLPPASAETVGPAPSGALRCALGDRGRVRGRAAPYCVAEVAAGPSALPGPCRRGWLRDAVTSRRLQQRRWTQAGARAGDDDPHRLLQQLVLSGNLIKEAVRRLQRAVAAVAATGPASAPGPGGGRSGPDRIALQPSGSLL. Result: 1 (interaction).